Dataset: Full USPTO retrosynthesis dataset with 1.9M reactions from patents (1976-2016). Task: Predict the reactants needed to synthesize the given product. (1) The reactants are: [O:1]([C:8]1[CH:9]=[C:10]([CH:14]=[CH:15][C:16]=1[O:17][CH3:18])[C:11]([OH:13])=O)[C:2]1[CH:7]=[CH:6][CH:5]=[CH:4][CH:3]=1.C(Cl)(=O)C(Cl)=O.[NH2:25][C:26]1[CH:31]=[CH:30][CH:29]=[CH:28][CH:27]=1. Given the product [O:1]([C:8]1[CH:9]=[C:10]([CH:14]=[CH:15][C:16]=1[O:17][CH3:18])[C:11]([NH:25][C:26]1[CH:31]=[CH:30][CH:29]=[CH:28][CH:27]=1)=[O:13])[C:2]1[CH:3]=[CH:4][CH:5]=[CH:6][CH:7]=1, predict the reactants needed to synthesize it. (2) Given the product [F:18][C:19]1[CH:20]=[C:21]([C:2]2[C:10]3[N:9]4[CH2:11][CH2:12][NH:13][C:14](=[O:15])[C:8]4=[C:7]([CH3:16])[C:6]=3[CH:5]=[C:4]([F:17])[CH:3]=2)[CH:22]=[C:23]([F:25])[CH:24]=1, predict the reactants needed to synthesize it. The reactants are: Br[C:2]1[C:10]2[N:9]3[CH2:11][CH2:12][NH:13][C:14](=[O:15])[C:8]3=[C:7]([CH3:16])[C:6]=2[CH:5]=[C:4]([F:17])[CH:3]=1.[F:18][C:19]1[CH:20]=[C:21](B(O)O)[CH:22]=[C:23]([F:25])[CH:24]=1. (3) The reactants are: [OH:1][CH:2]1[CH2:7][CH2:6][CH2:5][CH2:4][CH:3]1[NH:8][C:9](=[O:18])[O:10][CH2:11][C:12]1[CH:17]=[CH:16][CH:15]=[CH:14][CH:13]=1.CC(C)=O.OS(O)(=O)=O.O=[Cr](=O)=O.C(=O)([O-])[O-].[Na+].[Na+].C(=O)(O)[O-].[Na+]. Given the product [O:1]=[C:2]1[CH2:7][CH2:6][CH2:5][CH2:4][CH:3]1[NH:8][C:9](=[O:18])[O:10][CH2:11][C:12]1[CH:13]=[CH:14][CH:15]=[CH:16][CH:17]=1, predict the reactants needed to synthesize it. (4) Given the product [O:25]=[C:26]1[CH2:35][C:34]2([CH2:38][C:39]([O:41][CH2:42][CH3:43])=[O:40])[CH2:36][N:37]([CH2:22][C:18]3[CH:17]=[CH:16][C:15]4[C:20](=[CH:21][C:12]5[CH2:11][C@:3]6([C:4]7[C:5](=[N:6][CH:7]=[CH:8][CH:9]=7)[NH:10][C:2]6=[O:1])[CH2:24][C:13]=5[CH:14]=4)[N:19]=3)[C:32]3[C:33]2=[C:28]([CH:29]=[CH:30][CH:31]=3)[NH:27]1, predict the reactants needed to synthesize it. The reactants are: [O:1]=[C:2]1[NH:10][C:5]2=[N:6][CH:7]=[CH:8][CH:9]=[C:4]2[C@:3]21[CH2:24][C:13]1[CH:14]=[C:15]3[C:20](=[CH:21][C:12]=1[CH2:11]2)[N:19]=[C:18]([CH:22]=O)[CH:17]=[CH:16]3.[O:25]=[C:26]1[CH2:35][C:34]2([CH2:38][C:39]([O:41][CH2:42][CH3:43])=[O:40])[CH2:36][NH:37][C:32]3[C:33]2=[C:28]([CH:29]=[CH:30][CH:31]=3)[NH:27]1.CC(O)=O.C(O[BH-](OC(=O)C)OC(=O)C)(=O)C.[Na+]. (5) The reactants are: [C:1]([O:5][C:6]([N:8]1[CH2:13][CH2:12][N:11]([C:14]2[C:15]3[C:37](Cl)=[CH:36][N:35]=[CH:34][C:16]=3[N:17]=[C:18]([C:20]3[CH:25]=[CH:24][N:23]=[C:22]([NH:26][C:27]4[CH:32]=[CH:31][CH:30]=[CH:29][C:28]=4[F:33])[CH:21]=3)[N:19]=2)[CH2:10][CH2:9]1)=[O:7])([CH3:4])([CH3:3])[CH3:2].C(Cl)Cl.[O-]P([O-])([O-])=O.[K+].[K+].[K+].[CH:50]1(B(O)O)[CH2:52][CH2:51]1. Given the product [C:1]([O:5][C:6]([N:8]1[CH2:13][CH2:12][N:11]([C:14]2[C:15]3[C:37]([CH:50]4[CH2:52][CH2:51]4)=[CH:36][N:35]=[CH:34][C:16]=3[N:17]=[C:18]([C:20]3[CH:25]=[CH:24][N:23]=[C:22]([NH:26][C:27]4[CH:32]=[CH:31][CH:30]=[CH:29][C:28]=4[F:33])[CH:21]=3)[N:19]=2)[CH2:10][CH2:9]1)=[O:7])([CH3:4])([CH3:3])[CH3:2], predict the reactants needed to synthesize it. (6) Given the product [CH3:15][O:14][CH2:13][CH:12]([NH:11][C:2]1[CH:7]=[CH:6][C:5]([N+:8]([O-:10])=[O:9])=[CH:4][CH:3]=1)[CH3:16], predict the reactants needed to synthesize it. The reactants are: F[C:2]1[CH:7]=[CH:6][C:5]([N+:8]([O-:10])=[O:9])=[CH:4][CH:3]=1.[NH2:11][CH:12]([CH3:16])[CH2:13][O:14][CH3:15]. (7) Given the product [F:1][C:2]1[C:7]([CH3:8])=[CH:6][CH:5]=[C:4]2[C:3]=1[C:11](=[O:16])[C:10](=[O:14])[NH:9]2.[F:1][C:2]1[CH:3]=[C:4]2[C:5]([C:11](=[O:16])[C:10](=[O:14])[NH:9]2)=[CH:6][C:7]=1[CH3:8], predict the reactants needed to synthesize it. The reactants are: [F:1][C:2]1[CH:3]=[C:4]([NH:9][C:10](=[O:14])[CH:11]=NO)[CH:5]=[CH:6][C:7]=1[CH3:8].S(=O)(=O)(O)[OH:16]. (8) Given the product [O:17]=[C:16]([N:23]1[CH2:24][CH2:29][CH2:26][CH2:27]1)[CH2:15][CH2:11][C:4]1[C:3]2[C:2](=[O:1])[CH2:10][CH2:9][CH2:8][C:7]=2[NH:6][CH:5]=1, predict the reactants needed to synthesize it. The reactants are: [O:1]=[C:2]1[CH2:10][CH2:9][CH2:8][C:7]2[NH:6][CH:5]=[C:4]([CH:11]([CH3:15])C(O)=O)[C:3]1=2.[C:16]([N:23]1[CH:27]=[CH:26]N=[CH:24]1)(N1C=CN=C1)=[O:17].N1CCC[CH2:29]1.O. (9) Given the product [Cl:15][C:16]1[CH:21]=[CH:20][C:19]([CH2:22][C:23]([OH:25])=[O:24])=[CH:18][C:17]=1[O:26][C:2]1[CH:9]=[CH:8][C:7]([S:10]([CH2:13][CH3:14])(=[O:12])=[O:11])=[CH:6][C:3]=1[C:4]#[N:5], predict the reactants needed to synthesize it. The reactants are: Cl[C:2]1[CH:9]=[CH:8][C:7]([S:10]([CH2:13][CH3:14])(=[O:12])=[O:11])=[CH:6][C:3]=1[C:4]#[N:5].[Cl:15][C:16]1[CH:21]=[CH:20][C:19]([CH2:22][C:23]([OH:25])=[O:24])=[CH:18][C:17]=1[OH:26]. (10) The reactants are: Cl[C:2]1[CH:7]=[CH:6][C:5]([C:8]2[NH:12][N:11]=[CH:10][CH:9]=2)=[CH:4][C:3]=1[N+:13]([O-:15])=[O:14].[C:16]([NH:23][CH:24]1[CH2:29][CH2:28][NH:27][CH2:26][CH2:25]1)([O:18][C:19]([CH3:22])([CH3:21])[CH3:20])=[O:17]. Given the product [N+:13]([C:3]1[CH:4]=[C:5]([C:8]2[NH:12][N:11]=[CH:10][CH:9]=2)[CH:6]=[CH:7][C:2]=1[N:27]1[CH2:26][CH2:25][CH:24]([NH:23][C:16](=[O:17])[O:18][C:19]([CH3:21])([CH3:20])[CH3:22])[CH2:29][CH2:28]1)([O-:15])=[O:14], predict the reactants needed to synthesize it.